From a dataset of Retrosynthesis with 50K atom-mapped reactions and 10 reaction types from USPTO. Predict the reactants needed to synthesize the given product. (1) Given the product O=C(Nc1ccc(Cl)nc1)c1ccccc1[N+](=O)[O-], predict the reactants needed to synthesize it. The reactants are: Nc1ccc(Cl)nc1.O=C(Cl)c1ccccc1[N+](=O)[O-]. (2) Given the product Nc1cnc(-c2ccc(-c3ccc(F)cc3F)cc2F)cn1, predict the reactants needed to synthesize it. The reactants are: Nc1cnc(-c2ccc(Br)cc2F)cn1.OB(O)c1ccc(F)cc1F. (3) The reactants are: CC(C)CC(C(=O)NN(CC(C)C)C(=O)CN1CCCC1)[C@H](CC=Cc1ccccc1)C(=O)NOC1CCCCO1. Given the product CC(C)C[C@@H](C(=O)NN(CC(C)C)C(=O)CN1CCCC1)[C@H](C/C=C/c1ccccc1)C(=O)NO, predict the reactants needed to synthesize it.